Dataset: Full USPTO retrosynthesis dataset with 1.9M reactions from patents (1976-2016). Task: Predict the reactants needed to synthesize the given product. (1) Given the product [C:21]([C:13]1[C:12]2[C@@H:25]([C:33]3[CH:34]=[CH:35][C:36]([C:39]([F:41])([F:40])[F:42])=[CH:37][CH:38]=3)[O:26][C:27]3([CH2:32][CH2:31][O:30][CH2:29][CH2:28]3)[C:11]=2[C:10]2[C@@H:9]([O:8][Si:1]([C:4]([CH3:7])([CH3:6])[CH3:5])([CH3:2])[CH3:3])[CH2:18][C:17]([CH3:20])([CH3:19])[CH2:16][C:15]=2[N:14]=1)([CH3:24])([CH3:22])[CH3:23], predict the reactants needed to synthesize it. The reactants are: [Si:1]([O:8][C@H:9]1[CH2:18][C:17]([CH3:20])([CH3:19])[CH2:16][C:15]2[N:14]=[C:13]([C:21]3([CH3:24])[CH2:23][CH2:22]3)[C:12]3[C@@H:25]([C:33]4[CH:38]=[CH:37][C:36]([C:39]([F:42])([F:41])[F:40])=[CH:35][CH:34]=4)[O:26][C:27]4([CH2:32][CH2:31][O:30][CH2:29][CH2:28]4)[C:11]=3[C:10]1=2)([C:4]([CH3:7])([CH3:6])[CH3:5])([CH3:3])[CH3:2]. (2) Given the product [C:33]([C:19]1[C:20]2[CH2:21][N:22]([C:26]([O:28][C:29]([CH3:31])([CH3:30])[CH3:32])=[O:27])[CH2:23][CH2:24][C:25]=2[N:17]([C:13]2[CH:14]=[CH:15][CH:16]=[C:11]([C:10]#[C:9][C@:2]3([OH:1])[CH2:6][CH2:5][N:4]([CH3:7])[C:3]3=[O:8])[CH:12]=2)[N:18]=1)(=[O:35])[NH2:38], predict the reactants needed to synthesize it. The reactants are: [OH:1][C@@:2]1([C:9]#[C:10][C:11]2[CH:12]=[C:13]([N:17]3[C:25]4[CH2:24][CH2:23][N:22]([C:26]([O:28][C:29]([CH3:32])([CH3:31])[CH3:30])=[O:27])[CH2:21][C:20]=4[C:19]([C:33]([O:35]CC)=O)=[N:18]3)[CH:14]=[CH:15][CH:16]=2)[CH2:6][CH2:5][N:4]([CH3:7])[C:3]1=[O:8].[NH3:38]. (3) The reactants are: Cl[C:2]1[N:11]=[C:10]([N:12]2[CH2:16][CH2:15][C@H:14]([NH:17][C:18](=[O:20])[CH3:19])[CH2:13]2)[C:9]2[C:4](=[C:5]([O:21][CH3:22])[CH:6]=[CH:7][CH:8]=2)[N:3]=1.[F:23][C:24]([F:34])([F:33])[C:25]1[CH:26]=[C:27]([NH2:32])[CH:28]=[C:29]([NH2:31])[CH:30]=1. Given the product [NH2:31][C:29]1[CH:28]=[C:27]([NH:32][C:2]2[N:11]=[C:10]([N:12]3[CH2:16][CH2:15][C@H:14]([NH:17][C:18](=[O:20])[CH3:19])[CH2:13]3)[C:9]3[C:4](=[C:5]([O:21][CH3:22])[CH:6]=[CH:7][CH:8]=3)[N:3]=2)[CH:26]=[C:25]([C:24]([F:23])([F:33])[F:34])[CH:30]=1, predict the reactants needed to synthesize it.